Dataset: Forward reaction prediction with 1.9M reactions from USPTO patents (1976-2016). Task: Predict the product of the given reaction. (1) Given the reactants [Cl:1][C:2]1[CH:3]=[C:4]([CH:13]=[C:14]([Cl:16])[CH:15]=1)[C:5]([CH2:7][C:8]([O:10]CC)=O)=O.[Cl-].[CH2:18]([O:20][C:21]([C:23]1[CH:28]=[CH:27][C:26]([CH:29]([NH2+:31][NH2:32])[CH3:30])=[CH:25][CH:24]=1)=[O:22])[CH3:19], predict the reaction product. The product is: [Cl:16][C:14]1[CH:13]=[C:4]([C:5]2[CH2:7][C:8](=[O:10])[N:31]([CH:29]([C:26]3[CH:27]=[CH:28][C:23]([C:21]([O:20][CH2:18][CH3:19])=[O:22])=[CH:24][CH:25]=3)[CH3:30])[N:32]=2)[CH:3]=[C:2]([Cl:1])[CH:15]=1. (2) Given the reactants [NH:1]1[CH2:5][CH2:4][NH:3][C:2]1=[O:6].[H-].[Na+].Br[CH2:10][CH2:11][O:12][CH2:13][C:14]1[CH:19]=[CH:18][CH:17]=[CH:16][CH:15]=1, predict the reaction product. The product is: [CH2:13]([O:12][CH2:11][CH2:10][N:1]1[CH2:5][CH2:4][NH:3][C:2]1=[O:6])[C:14]1[CH:19]=[CH:18][CH:17]=[CH:16][CH:15]=1. (3) The product is: [Cl:18][C:15]1[N:14]([CH2:19][CH2:20][CH:21]([CH3:22])[CH3:23])[C:9]2=[C:10]([C:12]#[N:13])[N:11]=[C:6]([C:4]([NH:25][CH2:26][C:27]([OH:29])=[O:28])=[O:5])[C:7]([OH:24])=[C:8]2[C:16]=1[Cl:17]. Given the reactants C(O[C:4]([C:6]1[C:7]([OH:24])=[C:8]2[C:16]([Cl:17])=[C:15]([Cl:18])[N:14]([CH2:19][CH2:20][CH:21]([CH3:23])[CH3:22])[C:9]2=[C:10]([C:12]#[N:13])[N:11]=1)=[O:5])C.[NH2:25][CH2:26][C:27]([OH:29])=[O:28], predict the reaction product. (4) Given the reactants [C:1](OC(=O)C)(=[O:3])[CH3:2].[OH:8][CH2:9][C:10]([C:13]1[CH:17]=[C:16]([NH:18][C:19](=[O:32])[C:20]([CH3:31])([S:22]([CH:25]2[CH2:30][CH2:29][O:28][CH2:27][CH2:26]2)(=[O:24])=[O:23])[CH3:21])[O:15][N:14]=1)([CH3:12])[CH3:11].N1C=CC=CC=1, predict the reaction product. The product is: [CH3:11][C:10]([C:13]1[CH:17]=[C:16]([NH:18][C:19](=[O:32])[C:20]([CH3:31])([S:22]([CH:25]2[CH2:26][CH2:27][O:28][CH2:29][CH2:30]2)(=[O:24])=[O:23])[CH3:21])[O:15][N:14]=1)([CH3:12])[CH2:9][O:8][C:1](=[O:3])[CH3:2]. (5) Given the reactants C(O)(=O)C.C(N)CC.C([O-])(=O)C.C([NH3+])CC.[Cl:17][C:18]1[CH:19]=[C:20]([C:25]2[O:31][C:28]([CH:29]=O)=[CH:27][CH:26]=2)[CH:21]=[CH:22][C:23]=1[Cl:24].[N+:32]([CH3:35])([O-:34])=[O:33], predict the reaction product. The product is: [Cl:17][C:18]1[CH:19]=[C:20]([C:25]2[O:31][C:28](/[CH:29]=[CH:35]/[N+:32]([O-:34])=[O:33])=[CH:27][CH:26]=2)[CH:21]=[CH:22][C:23]=1[Cl:24]. (6) Given the reactants C([O:5][C:6](=[O:43])[CH2:7][CH2:8][N:9](C(OC(C)(C)C)=O)[CH2:10][C:11]([N:13]1[C:21]2[C:16](=[CH:17][C:18]([O:22][CH2:23][C:24]3[CH:29]=[CH:28][C:27]([CH:30]4[CH2:34][CH2:33][CH2:32][CH2:31]4)=[CH:26][C:25]=3[F:35])=[CH:19][CH:20]=2)[CH2:15][CH2:14]1)=[O:12])(C)(C)C.C(O)(C(F)(F)F)=O, predict the reaction product. The product is: [CH:30]1([C:27]2[CH:28]=[CH:29][C:24]([CH2:23][O:22][C:18]3[CH:17]=[C:16]4[C:21](=[CH:20][CH:19]=3)[N:13]([C:11](=[O:12])[CH2:10][NH:9][CH2:8][CH2:7][C:6]([OH:43])=[O:5])[CH2:14][CH2:15]4)=[C:25]([F:35])[CH:26]=2)[CH2:34][CH2:33][CH2:32][CH2:31]1.